This data is from Reaction yield outcomes from USPTO patents with 853,638 reactions. The task is: Predict the reaction yield, written as a fraction of the theoretical maximum amount of product (1.0 means a 100% yield; for example, 0.34 means a 34% yield). The reactants are C[O:2][C:3]1[N:8]=[CH:7][C:6]([C:9]2[C:14]([C:15]([F:18])([F:17])[F:16])=[CH:13][CH:12]=[CH:11][N:10]=2)=[CH:5][CH:4]=1. The catalyst is Br.CC(O)=O. The product is [F:17][C:15]([F:16])([F:18])[C:14]1[C:9]([C:6]2[CH:5]=[CH:4][C:3](=[O:2])[NH:8][CH:7]=2)=[N:10][CH:11]=[CH:12][CH:13]=1. The yield is 0.930.